From a dataset of Reaction yield outcomes from USPTO patents with 853,638 reactions. Predict the reaction yield, written as a fraction of the theoretical maximum amount of product (1.0 means a 100% yield; for example, 0.34 means a 34% yield). (1) The reactants are [H-].[Na+].[I:3][C:4]1[CH:5]=[N:6][NH:7][CH:8]=1.I[CH:10]([CH3:12])[CH3:11]. The catalyst is CN(C=O)C. The product is [I:3][C:4]1[CH:5]=[N:6][N:7]([CH:10]([CH3:12])[CH3:11])[CH:8]=1. The yield is 0.660. (2) The reactants are [Br:1][C:2]1[CH:7]=[CH:6][C:5]([C:8]2([C:14]3[S:15][CH:16]=[C:17]([C:19](OCC)=[O:20])[N:18]=3)[CH2:13][CH2:12][O:11][CH2:10][CH2:9]2)=[CH:4][CH:3]=1.[Li+].[BH4-].CO. The catalyst is C1COCC1. The product is [Br:1][C:2]1[CH:7]=[CH:6][C:5]([C:8]2([C:14]3[S:15][CH:16]=[C:17]([CH2:19][OH:20])[N:18]=3)[CH2:13][CH2:12][O:11][CH2:10][CH2:9]2)=[CH:4][CH:3]=1. The yield is 0.890.